From a dataset of Full USPTO retrosynthesis dataset with 1.9M reactions from patents (1976-2016). Predict the reactants needed to synthesize the given product. (1) Given the product [CH3:26][N:16]([C:17]1[CH:22]=[CH:21][C:20]([NH:23][C:24]([NH:14][NH:13][C:11]([C:6]2[NH:7][C:8]3[C:4]([CH:5]=2)=[CH:3][C:2]([Cl:1])=[CH:10][CH:9]=3)=[O:12])=[O:25])=[CH:19][CH:18]=1)[CH3:15], predict the reactants needed to synthesize it. The reactants are: [Cl:1][C:2]1[CH:3]=[C:4]2[C:8](=[CH:9][CH:10]=1)[NH:7][C:6]([C:11]([NH:13][NH2:14])=[O:12])=[CH:5]2.[CH3:15][N:16]([CH3:26])[C:17]1[CH:22]=[CH:21][C:20]([N:23]=[C:24]=[O:25])=[CH:19][CH:18]=1. (2) Given the product [CH2:16]([C:20]1[CH:21]=[CH:22][C:23]([C:24]([NH:15][CH2:14][CH2:13][C:10]2[CH:11]=[CH:12][C:7]([CH2:6][N:1]3[CH2:5][CH2:4][CH2:3][CH2:2]3)=[CH:8][CH:9]=2)=[O:25])=[CH:27][CH:28]=1)[CH2:17][CH2:18][CH3:19], predict the reactants needed to synthesize it. The reactants are: [N:1]1([CH2:6][C:7]2[CH:12]=[CH:11][C:10]([CH2:13][CH2:14][NH2:15])=[CH:9][CH:8]=2)[CH2:5][CH2:4][CH2:3][CH2:2]1.[CH2:16]([C:20]1[CH:28]=[CH:27][C:23]([C:24](O)=[O:25])=[CH:22][CH:21]=1)[CH2:17][CH2:18][CH3:19]. (3) Given the product [CH2:33]([N:32]([CH3:31])[CH2:2][CH2:3][N:4]1[C:27](=[O:28])[N:7]2[CH:8]([C:21]3[CH:26]=[CH:25][CH:24]=[CH:23][CH:22]=3)[C:9]3[NH:10][C:11]4[C:16]([C:17]=3[CH2:18][C:6]2([CH3:29])[C:5]1=[O:30])=[CH:15][C:14]([O:19][CH3:20])=[CH:13][CH:12]=4)[CH3:34], predict the reactants needed to synthesize it. The reactants are: Br[CH2:2][CH2:3][N:4]1[C:27](=[O:28])[N:7]2[CH:8]([C:21]3[CH:26]=[CH:25][CH:24]=[CH:23][CH:22]=3)[C:9]3[NH:10][C:11]4[C:16]([C:17]=3[CH2:18][C:6]2([CH3:29])[C:5]1=[O:30])=[CH:15][C:14]([O:19][CH3:20])=[CH:13][CH:12]=4.[CH3:31][NH:32][CH2:33][CH3:34].